Predict the reaction yield, written as a fraction of the theoretical maximum amount of product (1.0 means a 100% yield; for example, 0.34 means a 34% yield). From a dataset of Reaction yield outcomes from USPTO patents with 853,638 reactions. (1) The reactants are [Cl:1][C:2]1[N:7]=[C:6](/[CH:8]=[C:9](/[C:11]2[CH:12]=[C:13]([NH:17][S:18]([C:21]3[C:26]([F:27])=[CH:25][CH:24]=[CH:23][C:22]=3[F:28])(=[O:20])=[O:19])[CH:14]=[CH:15][CH:16]=2)\O)[CH:5]=[CH:4][N:3]=1.C1C(=O)N(Br)C(=O)C1.[N:37]1([C:42](=[S:44])[NH2:43])[CH2:41][CH2:40][CH2:39][CH2:38]1. The catalyst is C(Cl)Cl. The product is [Cl:1][C:2]1[N:7]=[C:6]([C:8]2[S:44][C:42]([N:37]3[CH2:41][CH2:40][CH2:39][CH2:38]3)=[N:43][C:9]=2[C:11]2[CH:12]=[C:13]([NH:17][S:18]([C:21]3[C:26]([F:27])=[CH:25][CH:24]=[CH:23][C:22]=3[F:28])(=[O:20])=[O:19])[CH:14]=[CH:15][CH:16]=2)[CH:5]=[CH:4][N:3]=1. The yield is 0.410. (2) The reactants are [CH2:1]([N:4]1[C:12]2[CH:11]=[CH:10][C:9]([C:13]([O:15]CC=C)=[O:14])=[CH:8][C:7]=2[CH:6]2[CH2:19][N:20]([C:23]([O:25][C:26]([CH3:29])([CH3:28])[CH3:27])=[O:24])[CH2:21][CH2:22][CH:5]12)[CH:2]=[CH2:3].[Li+].[OH-]. The catalyst is O1CCOCC1.CO.O. The product is [CH2:1]([N:4]1[C:12]2[CH:11]=[CH:10][C:9]([C:13]([OH:15])=[O:14])=[CH:8][C:7]=2[CH:6]2[CH2:19][N:20]([C:23]([O:25][C:26]([CH3:29])([CH3:28])[CH3:27])=[O:24])[CH2:21][CH2:22][CH:5]12)[CH:2]=[CH2:3]. The yield is 0.690. (3) The reactants are C[O:2][C:3]([C:5]1([C:9]2[CH:14]=[CH:13][C:12]([NH:15][C:16]3[N:21]=[C:20]([C:22]([CH3:25])([CH3:24])[CH3:23])[CH:19]=[C:18]([NH:26][C:27]([CH3:30])([CH3:29])[CH3:28])[N:17]=3)=[CH:11][CH:10]=2)[CH2:8][CH2:7][CH2:6]1)=[O:4].[OH-].[Na+]. The catalyst is CO.O. The product is [C:22]([C:20]1[CH:19]=[C:18]([NH:26][C:27]([CH3:30])([CH3:28])[CH3:29])[N:17]=[C:16]([NH:15][C:12]2[CH:13]=[CH:14][C:9]([C:5]3([C:3]([OH:4])=[O:2])[CH2:8][CH2:7][CH2:6]3)=[CH:10][CH:11]=2)[N:21]=1)([CH3:23])([CH3:24])[CH3:25]. The yield is 0.600. (4) The reactants are [Cl:1][C:2]1[CH:8]=[C:7]([O:9][C:10]2[C:19]3[C:14](=[CH:15][C:16]([O:22][CH3:23])=[C:17]([O:20][CH3:21])[CH:18]=3)[N:13]=[CH:12][N:11]=2)[CH:6]=[CH:5][C:3]=1[NH2:4].ClC(Cl)(O[C:28](=[O:34])OC(Cl)(Cl)Cl)Cl.[CH2:36]([NH:38][CH2:39][CH2:40][CH3:41])[CH3:37].CO. The catalyst is C(Cl)(Cl)Cl.C(N(CC)CC)C. The product is [Cl:1][C:2]1[CH:8]=[C:7]([O:9][C:10]2[C:19]3[C:14](=[CH:15][C:16]([O:22][CH3:23])=[C:17]([O:20][CH3:21])[CH:18]=3)[N:13]=[CH:12][N:11]=2)[CH:6]=[CH:5][C:3]=1[NH:4][C:28](=[O:34])[N:38]([CH2:36][CH3:37])[CH2:39][CH2:40][CH3:41]. The yield is 0.370. (5) The reactants are [CH2:1]([O:3][CH:4]([O:8][CH2:9][CH3:10])[C@@H:5]([NH2:7])[CH3:6])[CH3:2].[N:11]1[C:20]2[C:15](=[CH:16][CH:17]=[CH:18][C:19]=2[CH:21]=O)[CH:14]=[CH:13][CH:12]=1. No catalyst specified. The product is [CH2:1]([O:3][CH:4]([O:8][CH2:9][CH3:10])[C@@H:5]([NH:7][CH2:21][C:19]1[CH:18]=[CH:17][CH:16]=[C:15]2[C:20]=1[N:11]=[CH:12][CH:13]=[CH:14]2)[CH3:6])[CH3:2]. The yield is 0.910. (6) The reactants are [CH3:1][O:2][C:3]1[CH:23]=[CH:22][C:6]([CH2:7][NH:8][S:9]([C:12]2[CH:21]=[CH:20][C:15]([C:16]([O:18][CH3:19])=[O:17])=[CH:14][CH:13]=2)(=[O:11])=[O:10])=[CH:5][CH:4]=1.[F:24][C:25]1[CH:26]=[C:27]([CH:30]=[CH:31][CH:32]=1)[CH2:28]Br.C(=O)([O-])[O-].[Cs+].[Cs+]. The catalyst is CN(C=O)C.O. The product is [F:24][C:25]1[CH:26]=[C:27]([CH:30]=[CH:31][CH:32]=1)[CH2:28][N:8]([CH2:7][C:6]1[CH:22]=[CH:23][C:3]([O:2][CH3:1])=[CH:4][CH:5]=1)[S:9]([C:12]1[CH:13]=[CH:14][C:15]([C:16]([O:18][CH3:19])=[O:17])=[CH:20][CH:21]=1)(=[O:11])=[O:10]. The yield is 0.800. (7) The reactants are [Cl:1][C:2]1[CH:7]=[CH:6][C:5]([CH2:8]Cl)=[CH:4][N:3]=1.[C-:10]#[N:11].[Na+]. The catalyst is C(O)C.O. The product is [Cl:1][C:2]1[N:3]=[CH:4][C:5]([CH2:8][C:10]#[N:11])=[CH:6][CH:7]=1. The yield is 0.630.